Dataset: Full USPTO retrosynthesis dataset with 1.9M reactions from patents (1976-2016). Task: Predict the reactants needed to synthesize the given product. (1) Given the product [CH3:35][O:34][C:32](=[O:33])[NH:1][CH2:2][C@H:3]1[CH2:4][C@H:5]([N:7]2[C:11]3[N:12]=[CH:13][N:14]=[C:15]([NH2:16])[C:10]=3[C:9]([C:17]3[CH:22]=[CH:21][CH:20]=[C:19]([O:23][CH2:24][C:25]4[CH:30]=[CH:29][CH:28]=[CH:27][CH:26]=4)[CH:18]=3)=[CH:8]2)[CH2:6]1, predict the reactants needed to synthesize it. The reactants are: [NH2:1][CH2:2][C@H:3]1[CH2:6][C@H:5]([N:7]2[C:11]3[N:12]=[CH:13][N:14]=[C:15]([NH2:16])[C:10]=3[C:9]([C:17]3[CH:22]=[CH:21][CH:20]=[C:19]([O:23][CH2:24][C:25]4[CH:30]=[CH:29][CH:28]=[CH:27][CH:26]=4)[CH:18]=3)=[CH:8]2)[CH2:4]1.Cl[C:32]([O:34][CH3:35])=[O:33].C(N(CC)CC)C. (2) Given the product [N:18]1([CH2:25][CH2:26][N:27]2[CH2:28][CH2:29][CH:30]([NH:33][C:12]([C:6]3[NH:7][C:8]4[C:4]([CH:5]=3)=[C:3]([O:2][CH3:1])[CH:11]=[CH:10][CH:9]=4)=[O:14])[CH2:31][CH2:32]2)[CH2:24][CH2:23][CH2:22][CH2:21][CH2:20][CH2:19]1, predict the reactants needed to synthesize it. The reactants are: [CH3:1][O:2][C:3]1[CH:11]=[CH:10][CH:9]=[C:8]2[C:4]=1[CH:5]=[C:6]([C:12]([OH:14])=O)[NH:7]2.Cl.Cl.Cl.[N:18]1([CH2:25][CH2:26][N:27]2[CH2:32][CH2:31][CH:30]([NH2:33])[CH2:29][CH2:28]2)[CH2:24][CH2:23][CH2:22][CH2:21][CH2:20][CH2:19]1.CCN(C(C)C)C(C)C.CN(C(ON1N=NC2C=CC=CC1=2)=[N+](C)C)C.[B-](F)(F)(F)F. (3) Given the product [C:23]([C:27]1[N:28]=[C:29]([N:36]2[CH2:37][C:38]3([CH2:39][O:40][CH2:41]3)[CH2:42]2)[C:30]2[N:35]=[N:34][N:33]([CH2:8][C:9]3[N:10]([CH:5]4[CH2:1][CH2:4]4)[N:13]=[N:12][N:11]=3)[C:31]=2[N:32]=1)([CH3:26])([CH3:24])[CH3:25], predict the reactants needed to synthesize it. The reactants are: [C:1]([C:5]1N=C(N2CCC(F)(F)C2)[C:8]2[N:13]=[N:12][N:11](CC)[C:9]=2[N:10]=1)([CH3:4])(C)C.[C:23]([C:27]1[N:28]=[C:29]([N:36]2[CH2:42][C:38]3([CH2:41][O:40][CH2:39]3)[CH2:37]2)[C:30]2[N:35]=[N:34][NH:33][C:31]=2[N:32]=1)([CH3:26])([CH3:25])[CH3:24].ClCC1N(C2CC2)N=NN=1. (4) Given the product [CH3:13][O:12][C:7]1[CH:8]=[CH:9][CH:10]=[C:11]2[C:6]=1[NH:5][CH:4]([C:14]([F:17])([F:15])[F:16])[CH2:3][CH2:2]2, predict the reactants needed to synthesize it. The reactants are: Cl[C:2]1[C:11]2[C:6](=[C:7]([O:12][CH3:13])[CH:8]=[CH:9][CH:10]=2)[N:5]=[C:4]([C:14]([F:17])([F:16])[F:15])[CH:3]=1.[H][H].